Dataset: Full USPTO retrosynthesis dataset with 1.9M reactions from patents (1976-2016). Task: Predict the reactants needed to synthesize the given product. Given the product [NH2:75][C:71]1[S:72][C:73]([Cl:74])=[C:69](/[C:47](=[N:48]/[OH:49])/[C:46]([NH:45][C@H:34]2[C:33](=[O:77])[N:32]3[CH:35]2[CH2:36][CH2:37][C:38]([S:39][C:40]2[S:41][CH:42]=[N:43][N:44]=2)=[C:31]3[C:29]([OH:30])=[O:28])=[O:76])[N:70]=1, predict the reactants needed to synthesize it. The reactants are: FC(F)(F)C(O)=O.C([SiH](CC)CC)C.C1(C([O:28][C:29]([C:31]2[N:32]3[CH:35]([CH2:36][CH2:37][C:38]=2[S:39][C:40]2[S:41][CH:42]=[N:43][N:44]=2)[C@@H:34]([NH:45][C:46](=[O:76])/[C:47](/[C:69]2[N:70]=[C:71]([NH2:75])[S:72][C:73]=2[Cl:74])=[N:48]\[O:49]C(C2C=CC=CC=2)(C2C=CC=CC=2)C2C=CC=CC=2)[C:33]3=[O:77])=[O:30])C2C=CC=CC=2)C=CC=CC=1.